Dataset: Forward reaction prediction with 1.9M reactions from USPTO patents (1976-2016). Task: Predict the product of the given reaction. Given the reactants [F:1][C:2]1[CH:3]=[C:4]2[C:8](=[CH:9][CH:10]=1)[NH:7][CH:6]=[C:5]2[CH2:11][CH2:12][CH2:13][NH:14][CH:15]1[CH2:24][C:23]2[C:22]([C:25]([NH2:27])=[O:26])=[CH:21][CH:20]=[CH:19][C:18]=2[O:17][CH2:16]1.[CH:28]1([CH:31]=O)[CH2:30][CH2:29]1.C(O)(=O)C.C([BH3-])#N.[Na+], predict the reaction product. The product is: [CH:28]1([CH2:31][N:14]([CH2:13][CH2:12][CH2:11][C:5]2[C:4]3[C:8](=[CH:9][CH:10]=[C:2]([F:1])[CH:3]=3)[NH:7][CH:6]=2)[CH:15]2[CH2:24][C:23]3[C:22]([C:25]([NH2:27])=[O:26])=[CH:21][CH:20]=[CH:19][C:18]=3[O:17][CH2:16]2)[CH2:30][CH2:29]1.